The task is: Regression. Given a peptide amino acid sequence and an MHC pseudo amino acid sequence, predict their binding affinity value. This is MHC class I binding data.. This data is from Peptide-MHC class I binding affinity with 185,985 pairs from IEDB/IMGT. (1) The binding affinity (normalized) is 0.0978. The peptide sequence is QLLQELCCQH. The MHC is HLA-A68:01 with pseudo-sequence HLA-A68:01. (2) The peptide sequence is FFNLLAKEQR. The MHC is HLA-A68:01 with pseudo-sequence HLA-A68:01. The binding affinity (normalized) is 0.450. (3) The peptide sequence is ILGLPTQTV. The MHC is HLA-B15:01 with pseudo-sequence HLA-B15:01. The binding affinity (normalized) is 0.318. (4) The peptide sequence is ERTDLFFPV. The MHC is HLA-B15:01 with pseudo-sequence HLA-B15:01. The binding affinity (normalized) is 0.0847. (5) The peptide sequence is GDRGFAAPQF. The MHC is Mamu-A11 with pseudo-sequence Mamu-A11. The binding affinity (normalized) is 0.166. (6) The peptide sequence is AVAVARVAA. The MHC is HLA-A02:03 with pseudo-sequence HLA-A02:03. The binding affinity (normalized) is 0.0847. (7) The peptide sequence is LYIIKLVFL. The MHC is HLA-A23:01 with pseudo-sequence HLA-A23:01. The binding affinity (normalized) is 1.00. (8) The peptide sequence is DAYGFHNYK. The MHC is HLA-B07:02 with pseudo-sequence HLA-B07:02. The binding affinity (normalized) is 0.0847.